Dataset: Catalyst prediction with 721,799 reactions and 888 catalyst types from USPTO. Task: Predict which catalyst facilitates the given reaction. (1) Product: [C:1]([C:4]1[CH:5]=[C:6]([C:13]2[CH:14]=[C:15]([CH:27]=[CH:28][CH:29]=2)[CH2:16][NH:17][C@H:18]([C:20]([OH:22])=[O:21])[CH3:19])[S:7][C:8]=1[NH:9][C:10](=[O:12])[NH2:11])(=[O:3])[NH2:2]. Reactant: [C:1]([C:4]1[CH:5]=[C:6]([C:13]2[CH:14]=[C:15]([CH:27]=[CH:28][CH:29]=2)[CH2:16][NH:17][C@H:18]([C:20]([O:22]C(C)(C)C)=[O:21])[CH3:19])[S:7][C:8]=1[NH:9][C:10](=[O:12])[NH2:11])(=[O:3])[NH2:2]. The catalyst class is: 157. (2) Reactant: [CH3:1][O:2][C:3]1[CH:8]=[CH:7][C:6]([NH:9][C:10]2[CH:15]=[CH:14][C:13]([O:16][CH3:17])=[CH:12][CH:11]=2)=[CH:5][CH:4]=1.[O-:18][C:19]#[N:20].[Na+].[OH-].[Na+]. Product: [CH3:17][O:16][C:13]1[CH:14]=[CH:15][C:10]([N:9]([C:6]2[CH:5]=[CH:4][C:3]([O:2][CH3:1])=[CH:8][CH:7]=2)[C:19]([NH2:20])=[O:18])=[CH:11][CH:12]=1. The catalyst class is: 86. (3) Reactant: Cl.O.C([O:5][C:6](=[O:42])[CH2:7][NH:8][C:9]([C:11]1[N:12]([C:32]2[CH:37]=[CH:36][C:35]([O:38][CH:39]([CH3:41])[CH3:40])=[CH:34][CH:33]=2)[C:13]2[C:18]([C:19]=1[Cl:20])=[CH:17][C:16]([O:21][C:22]1[CH:27]=[CH:26][C:25]([C:28]([F:31])([F:30])[F:29])=[CH:24][CH:23]=1)=[CH:15][CH:14]=2)=[O:10])C. Product: [Cl:20][C:19]1[C:18]2[C:13](=[CH:14][CH:15]=[C:16]([O:21][C:22]3[CH:27]=[CH:26][C:25]([C:28]([F:31])([F:29])[F:30])=[CH:24][CH:23]=3)[CH:17]=2)[N:12]([C:32]2[CH:37]=[CH:36][C:35]([O:38][CH:39]([CH3:41])[CH3:40])=[CH:34][CH:33]=2)[C:11]=1[C:9]([NH:8][CH2:7][C:6]([OH:42])=[O:5])=[O:10]. The catalyst class is: 2. (4) Reactant: [O:1]1CCO[CH:2]1[C:6]1[CH:7]=[C:8]([CH:12]([C:14]2[CH:19]=[CH:18][CH:17]=[C:16]([C:20]([F:23])([F:22])[F:21])[CH:15]=2)[OH:13])[CH:9]=[CH:10][CH:11]=1.C1(C)C=CC(S([O-])(=O)=O)=CC=1.[NH+]1C=CC=CC=1. Product: [OH:13][CH:12]([C:14]1[CH:19]=[CH:18][CH:17]=[C:16]([C:20]([F:21])([F:22])[F:23])[CH:15]=1)[C:8]1[CH:7]=[C:6]([CH:2]=[O:1])[CH:11]=[CH:10][CH:9]=1. The catalyst class is: 95. (5) Reactant: [C:1]1([C:7]2[CH:12]=[CH:11][CH:10]=[CH:9][C:8]=2[OH:13])[CH:6]=[CH:5][CH:4]=[CH:3][CH:2]=1.[P:14](Cl)([Cl:16])[O-]. Product: [Cl:16][P:14]1[C:6]2[CH:5]=[CH:4][CH:3]=[CH:2][C:1]=2[C:7]2[C:8](=[CH:9][CH:10]=[CH:11][CH:12]=2)[O:13]1. The catalyst class is: 530. (6) Product: [CH2:25]([O:17][C:6]1[CH:7]=[C:8]([O:10][CH:11]2[CH2:16][CH2:15][CH2:14][CH2:13][O:12]2)[CH:9]=[C:2]([Br:1])[C:3]=1[CH:4]=[O:5])[C:26]1[CH:31]=[CH:30][CH:29]=[CH:28][CH:27]=1. Reactant: [Br:1][C:2]1[CH:9]=[C:8]([O:10][CH:11]2[CH2:16][CH2:15][CH2:14][CH2:13][O:12]2)[CH:7]=[C:6]([OH:17])[C:3]=1[CH:4]=[O:5].C([O-])([O-])=O.[K+].[K+].Br[CH2:25][C:26]1[CH:31]=[CH:30][CH:29]=[CH:28][CH:27]=1. The catalyst class is: 3.